Dataset: Catalyst prediction with 721,799 reactions and 888 catalyst types from USPTO. Task: Predict which catalyst facilitates the given reaction. Reactant: [N+:1]([C:4]1[CH:12]=[CH:11][C:7]([C:8](Cl)=[O:9])=[CH:6][CH:5]=1)([O-:3])=[O:2].[C:13]1([O:21][CH3:22])[C:14](=[CH:17][CH:18]=[CH:19][CH:20]=1)[O:15][CH3:16].C(OCC)(=O)C. Product: [CH3:16][O:15][C:14]1[CH:17]=[C:18]([CH:19]=[CH:20][C:13]=1[O:21][CH3:22])[C:8]([C:7]1[CH:11]=[CH:12][C:4]([N+:1]([O-:3])=[O:2])=[CH:5][CH:6]=1)=[O:9]. The catalyst class is: 81.